This data is from Full USPTO retrosynthesis dataset with 1.9M reactions from patents (1976-2016). The task is: Predict the reactants needed to synthesize the given product. (1) Given the product [C:26]([OH:25])(=[O:27])[CH2:28][CH2:1][CH2:2][CH2:3][CH2:4][CH2:5][CH2:6][CH3:7], predict the reactants needed to synthesize it. The reactants are: [CH2:1]=[CH:2][CH2:3][CH2:4][CH2:5][CH2:6][CH2:7]CCC.OOS([O-])=O.[K+].[O-]S([O-])=O.[Na+].[Na+].CC[O:25][C:26]([CH3:28])=[O:27]. (2) Given the product [F:39][C:38]([F:41])([F:40])[C:36]([OH:42])=[O:37].[CH:10]12[CH:11]([CH2:14][N:15]([C:23]3[CH:28]=[CH:27][C:26]([N:29]4[CH2:34][CH2:33][O:32][CH2:31][CH2:30]4)=[C:25]([F:35])[CH:24]=3)[C:16]([C:18]3[S:19][CH:20]=[CH:21][CH:22]=3)=[O:17])[CH:12]1[CH2:13][NH:8][CH2:9]2, predict the reactants needed to synthesize it. The reactants are: C(OC([N:8]1[CH2:13][CH:12]2[CH:10]([CH:11]2[CH2:14][N:15]([C:23]2[CH:28]=[CH:27][C:26]([N:29]3[CH2:34][CH2:33][O:32][CH2:31][CH2:30]3)=[C:25]([F:35])[CH:24]=2)[C:16]([C:18]2[S:19][CH:20]=[CH:21][CH:22]=2)=[O:17])[CH2:9]1)=O)(C)(C)C.[C:36]([OH:42])([C:38]([F:41])([F:40])[F:39])=[O:37]. (3) Given the product [C:11]1([N:10]2[C:5]3[CH:6]=[CH:7][CH:8]=[CH:9][C:4]=3[C:3](=[O:2])[CH2:20][S:17]2(=[O:19])=[O:18])[CH:16]=[CH:15][CH:14]=[CH:13][CH:12]=1, predict the reactants needed to synthesize it. The reactants are: C[O:2][C:3](=O)[C:4]1[CH:9]=[CH:8][CH:7]=[CH:6][C:5]=1[N:10]([S:17]([CH3:20])(=[O:19])=[O:18])[C:11]1[CH:16]=[CH:15][CH:14]=[CH:13][CH:12]=1.C[Si]([N-][Si](C)(C)C)(C)C.[Na+]. (4) Given the product [C:25]([NH:24][CH:18]1[CH2:19][CH2:20][CH2:21][CH2:22][CH2:23]1)([NH:26][CH:27]1[CH2:32][CH2:31][CH2:30][CH2:29][CH2:28]1)=[O:4], predict the reactants needed to synthesize it. The reactants are: FC(F)(F)C(NCC1C=CC=CC=1C(O)=O)=[O:4].[CH:18]1([N:24]=[C:25]=[N:26][CH:27]2[CH2:32][CH2:31][CH2:30][CH2:29][CH2:28]2)[CH2:23][CH2:22][CH2:21][CH2:20][CH2:19]1. (5) The reactants are: [CH:1]1[C:10]2[C:5](=[CH:6][CH:7]=[CH:8][CH:9]=2)[CH:4]=[CH:3][C:2]=1[CH2:11][OH:12].[H-].[Na+].[Cl:15][C:16]1[C:17]([C:24]([O:26]CC)=[O:25])=[N:18][N:19]([CH3:23])[C:20]=1[CH2:21]Cl.Cl.[OH-].[K+]. Given the product [Cl:15][C:16]1[C:17]([C:24]([OH:26])=[O:25])=[N:18][N:19]([CH3:23])[C:20]=1[CH2:21][O:12][CH2:11][C:2]1[CH:3]=[CH:4][C:5]2[C:10](=[CH:9][CH:8]=[CH:7][CH:6]=2)[CH:1]=1, predict the reactants needed to synthesize it. (6) Given the product [C:22]([O:14]/[N:13]=[C:2](\[NH2:1])/[C@@H:3]([NH:5][C:6](=[O:12])[O:7][C:8]([CH3:10])([CH3:9])[CH3:11])[CH3:4])(=[O:24])[CH3:23], predict the reactants needed to synthesize it. The reactants are: [NH2:1]/[C:2](=[N:13]\[OH:14])/[C@@H:3]([NH:5][C:6](=[O:12])[O:7][C:8]([CH3:11])([CH3:10])[CH3:9])[CH3:4].C(N(CC)CC)C.[C:22](Cl)(=[O:24])[CH3:23]. (7) Given the product [Br:1][C:2]1[CH:7]=[CH:6][N:5]=[C:4]([CH2:8][C:17]([O:18][CH3:19])=[O:20])[CH:3]=1, predict the reactants needed to synthesize it. The reactants are: [Br:1][C:2]1[CH:7]=[CH:6][N:5]=[C:4]([CH3:8])[CH:3]=1.[Li+].CC([N-]C(C)C)C.[C:17](=O)([O:20]C)[O:18][CH3:19]. (8) Given the product [C:7]([C:6]1[S:5][C:4]([S:9][CH2:10][C:11]#[N:12])=[N:3][C:2]=1[N:1]=[CH:15][N:16]([CH3:18])[CH3:17])#[N:8], predict the reactants needed to synthesize it. The reactants are: [NH2:1][C:2]1[N:3]=[C:4]([S:9][CH2:10][C:11]#[N:12])[S:5][C:6]=1[C:7]#[N:8].CO[CH:15](OC)[N:16]([CH3:18])[CH3:17]. (9) Given the product [OH:8][CH2:9][C:10]1[N:11]([CH2:19][CH2:20][C:21]([O:23][CH3:24])=[O:22])[C:12]2[C:17]([CH:18]=1)=[CH:16][CH:15]=[CH:14][CH:13]=2, predict the reactants needed to synthesize it. The reactants are: [Si]([O:8][CH2:9][C:10]1[N:11]([CH2:19][CH2:20][C:21]([O:23][CH3:24])=[O:22])[C:12]2[C:17]([CH:18]=1)=[CH:16][CH:15]=[CH:14][CH:13]=2)(C(C)(C)C)(C)C.[F-].C([N+](CCCC)(CCCC)CCCC)CCC. (10) The reactants are: [N:1]1[CH:6]=[CH:5][CH:4]=[CH:3][C:2]=1[CH:7]1[CH2:12][CH2:11][NH:10][CH2:9][CH2:8]1.C(OC([NH:20][CH2:21][CH2:22][CH2:23]Br)=O)(C)(C)C.C(=O)([O-])[O-].[K+].[K+]. Given the product [N:1]1[CH:6]=[CH:5][CH:4]=[CH:3][C:2]=1[CH:7]1[CH2:12][CH2:11][N:10]([CH2:23][CH2:22][CH2:21][NH2:20])[CH2:9][CH2:8]1, predict the reactants needed to synthesize it.